Dataset: NCI-60 drug combinations with 297,098 pairs across 59 cell lines. Task: Regression. Given two drug SMILES strings and cell line genomic features, predict the synergy score measuring deviation from expected non-interaction effect. (1) Drug 1: CCN(CC)CCCC(C)NC1=C2C=C(C=CC2=NC3=C1C=CC(=C3)Cl)OC. Drug 2: C1CNP(=O)(OC1)N(CCCl)CCCl. Cell line: PC-3. Synergy scores: CSS=15.5, Synergy_ZIP=-3.65, Synergy_Bliss=-1.64, Synergy_Loewe=-53.6, Synergy_HSA=-3.83. (2) Drug 1: C1=CC(=CC=C1CC(C(=O)O)N)N(CCCl)CCCl.Cl. Drug 2: C(CCl)NC(=O)N(CCCl)N=O. Cell line: NCIH23. Synergy scores: CSS=18.5, Synergy_ZIP=-0.790, Synergy_Bliss=5.02, Synergy_Loewe=3.37, Synergy_HSA=3.44. (3) Drug 1: C1CN1P(=S)(N2CC2)N3CC3. Drug 2: N.N.Cl[Pt+2]Cl. Cell line: RXF 393. Synergy scores: CSS=19.8, Synergy_ZIP=-2.15, Synergy_Bliss=-5.87, Synergy_Loewe=-23.9, Synergy_HSA=-6.02. (4) Drug 1: CNC(=O)C1=NC=CC(=C1)OC2=CC=C(C=C2)NC(=O)NC3=CC(=C(C=C3)Cl)C(F)(F)F. Drug 2: C1=NNC2=C1C(=O)NC=N2. Cell line: HL-60(TB). Synergy scores: CSS=6.93, Synergy_ZIP=-5.76, Synergy_Bliss=-6.29, Synergy_Loewe=-14.9, Synergy_HSA=-11.9. (5) Drug 1: CC1=C2C(C(=O)C3(C(CC4C(C3C(C(C2(C)C)(CC1OC(=O)C(C(C5=CC=CC=C5)NC(=O)C6=CC=CC=C6)O)O)OC(=O)C7=CC=CC=C7)(CO4)OC(=O)C)O)C)OC(=O)C. Drug 2: C(CCl)NC(=O)N(CCCl)N=O. Cell line: NCI-H522. Synergy scores: CSS=44.6, Synergy_ZIP=0.771, Synergy_Bliss=0.657, Synergy_Loewe=-39.6, Synergy_HSA=1.25. (6) Drug 1: COC1=C(C=C2C(=C1)N=CN=C2NC3=CC(=C(C=C3)F)Cl)OCCCN4CCOCC4. Drug 2: CCCCC(=O)OCC(=O)C1(CC(C2=C(C1)C(=C3C(=C2O)C(=O)C4=C(C3=O)C=CC=C4OC)O)OC5CC(C(C(O5)C)O)NC(=O)C(F)(F)F)O. Cell line: EKVX. Synergy scores: CSS=24.0, Synergy_ZIP=-5.92, Synergy_Bliss=-5.41, Synergy_Loewe=-3.19, Synergy_HSA=-2.83. (7) Drug 1: CCC(=C(C1=CC=CC=C1)C2=CC=C(C=C2)OCCN(C)C)C3=CC=CC=C3.C(C(=O)O)C(CC(=O)O)(C(=O)O)O. Drug 2: C1CCC(C(C1)N)N.C(=O)(C(=O)[O-])[O-].[Pt+4]. Cell line: SF-268. Synergy scores: CSS=12.6, Synergy_ZIP=-3.70, Synergy_Bliss=-0.762, Synergy_Loewe=-1.16, Synergy_HSA=-1.14. (8) Drug 1: CN(C)N=NC1=C(NC=N1)C(=O)N. Drug 2: CCC1(CC2CC(C3=C(CCN(C2)C1)C4=CC=CC=C4N3)(C5=C(C=C6C(=C5)C78CCN9C7C(C=CC9)(C(C(C8N6C)(C(=O)OC)O)OC(=O)C)CC)OC)C(=O)OC)O.OS(=O)(=O)O. Cell line: TK-10. Synergy scores: CSS=2.15, Synergy_ZIP=-5.81, Synergy_Bliss=-6.13, Synergy_Loewe=-18.5, Synergy_HSA=-7.17. (9) Drug 1: C(=O)(N)NO. Drug 2: CC12CCC3C(C1CCC2O)C(CC4=C3C=CC(=C4)O)CCCCCCCCCS(=O)CCCC(C(F)(F)F)(F)F. Cell line: A498. Synergy scores: CSS=2.59, Synergy_ZIP=0.510, Synergy_Bliss=2.44, Synergy_Loewe=1.61, Synergy_HSA=1.72. (10) Cell line: BT-549. Drug 1: CC1CCC2CC(C(=CC=CC=CC(CC(C(=O)C(C(C(=CC(C(=O)CC(OC(=O)C3CCCCN3C(=O)C(=O)C1(O2)O)C(C)CC4CCC(C(C4)OC)OCCO)C)C)O)OC)C)C)C)OC. Drug 2: C(CN)CNCCSP(=O)(O)O. Synergy scores: CSS=1.31, Synergy_ZIP=-3.64, Synergy_Bliss=-5.25, Synergy_Loewe=-14.3, Synergy_HSA=-3.67.